From a dataset of NCI-60 drug combinations with 297,098 pairs across 59 cell lines. Regression. Given two drug SMILES strings and cell line genomic features, predict the synergy score measuring deviation from expected non-interaction effect. (1) Drug 1: CC1=C(C=C(C=C1)NC2=NC=CC(=N2)N(C)C3=CC4=NN(C(=C4C=C3)C)C)S(=O)(=O)N.Cl. Drug 2: C1CCC(C(C1)N)N.C(=O)(C(=O)[O-])[O-].[Pt+4]. Cell line: DU-145. Synergy scores: CSS=1.91, Synergy_ZIP=-1.22, Synergy_Bliss=-0.169, Synergy_Loewe=-1.55, Synergy_HSA=-1.55. (2) Drug 1: C1C(C(OC1N2C=C(C(=O)NC2=O)F)CO)O. Cell line: M14. Synergy scores: CSS=10.4, Synergy_ZIP=-4.93, Synergy_Bliss=-6.93, Synergy_Loewe=-29.5, Synergy_HSA=-7.56. Drug 2: CNC(=O)C1=NC=CC(=C1)OC2=CC=C(C=C2)NC(=O)NC3=CC(=C(C=C3)Cl)C(F)(F)F. (3) Drug 1: CC1CCC2CC(C(=CC=CC=CC(CC(C(=O)C(C(C(=CC(C(=O)CC(OC(=O)C3CCCCN3C(=O)C(=O)C1(O2)O)C(C)CC4CCC(C(C4)OC)OCCO)C)C)O)OC)C)C)C)OC. Drug 2: CC12CCC3C(C1CCC2OP(=O)(O)O)CCC4=C3C=CC(=C4)OC(=O)N(CCCl)CCCl.[Na+]. Cell line: KM12. Synergy scores: CSS=13.4, Synergy_ZIP=0.146, Synergy_Bliss=6.15, Synergy_Loewe=7.32, Synergy_HSA=7.39. (4) Drug 1: C1C(C(OC1N2C=NC3=C(N=C(N=C32)Cl)N)CO)O. Drug 2: CC(C)(C#N)C1=CC(=CC(=C1)CN2C=NC=N2)C(C)(C)C#N. Cell line: UACC-257. Synergy scores: CSS=0.589, Synergy_ZIP=-0.210, Synergy_Bliss=-0.614, Synergy_Loewe=-2.94, Synergy_HSA=-2.82. (5) Drug 1: CC1C(C(CC(O1)OC2CC(CC3=C2C(=C4C(=C3O)C(=O)C5=C(C4=O)C(=CC=C5)OC)O)(C(=O)CO)O)N)O.Cl. Drug 2: CC1C(C(CC(O1)OC2CC(CC3=C2C(=C4C(=C3O)C(=O)C5=CC=CC=C5C4=O)O)(C(=O)C)O)N)O. Cell line: SF-539. Synergy scores: CSS=58.5, Synergy_ZIP=-3.41, Synergy_Bliss=-4.70, Synergy_Loewe=-2.64, Synergy_HSA=-0.635.